The task is: Predict which catalyst facilitates the given reaction.. This data is from Catalyst prediction with 721,799 reactions and 888 catalyst types from USPTO. (1) Reactant: [CH3:1][O:2][C:3]([C:5]1[C:10](Br)=[C:9]([NH2:12])[C:8]([Cl:13])=[C:7]([Cl:14])[N:6]=1)=[O:4].[C:15](B1OC(C)(C)C(C)(C)O1)([CH3:17])=[CH2:16].[F-].[Cs+]. Product: [CH3:1][O:2][C:3]([C:5]1[C:10]([C:15]([CH3:17])=[CH2:16])=[C:9]([NH2:12])[C:8]([Cl:13])=[C:7]([Cl:14])[N:6]=1)=[O:4]. The catalyst class is: 70. (2) The catalyst class is: 22. Product: [CH3:2][O:3][C:4](=[O:17])[CH:5]([NH:6][C:25]([NH:29][CH2:30][CH:31]1[CH2:32][CH2:33][C:34]([N:43]([CH3:45])[CH3:44])([C:37]2[CH:38]=[CH:39][CH:40]=[CH:41][CH:42]=2)[CH2:35][CH2:36]1)=[S:26])[CH2:7][C:8]1[C:16]2[C:11](=[CH:12][CH:13]=[CH:14][CH:15]=2)[NH:10][CH:9]=1. Reactant: Cl.[CH3:2][O:3][C:4](=[O:17])[C@H:5]([CH2:7][C:8]1[C:16]2[C:11](=[CH:12][CH:13]=[CH:14][CH:15]=2)[NH:10][CH:9]=1)[NH2:6].C(N(CC)CC)C.[C:25](Cl)(Cl)=[S:26].[NH2:29][CH2:30][CH:31]1[CH2:36][CH2:35][C:34]([N:43]([CH3:45])[CH3:44])([C:37]2[CH:42]=[CH:41][CH:40]=[CH:39][CH:38]=2)[CH2:33][CH2:32]1. (3) Reactant: [Cu]([C:4]#[N:5])C#N.[C-]#N.[Na+].Br[C:10]1[N:11]=[CH:12][C:13]([NH2:16])=[N:14][CH:15]=1. Product: [NH2:16][C:13]1[N:14]=[CH:15][C:10]([C:4]#[N:5])=[N:11][CH:12]=1. The catalyst class is: 173. (4) Reactant: [CH3:1][NH:2][CH3:3].[F:4][C:5]1[CH:13]=[CH:12][CH:11]=[C:10]2[C:6]=1[C:7]([C:14](=[O:33])[C:15]([N:17]1[CH2:22][CH2:21][N:20]([C:23]3[C:24](=[O:32])[C:25](=[O:31])[C:26]=3OC(C)C)[CH2:19][CH2:18]1)=[O:16])=[CH:8][NH:9]2. Product: [F:4][C:5]1[CH:13]=[CH:12][CH:11]=[C:10]2[C:6]=1[C:7]([C:14](=[O:33])[C:15]([N:17]1[CH2:18][CH2:19][N:20]([C:23]3[C:24](=[O:32])[C:25](=[O:31])[C:26]=3[N:2]([CH3:3])[CH3:1])[CH2:21][CH2:22]1)=[O:16])=[CH:8][NH:9]2. The catalyst class is: 8. (5) Reactant: [NH2:1][C:2]1[CH:10]=[CH:9][CH:8]=[C:7]2[C:3]=1[C:4](=[O:16])[N:5]([CH2:12][C:13]([OH:15])=O)[C:6]2=[O:11].[N:17]1([C:23]([O:25][C:26]([CH3:29])([CH3:28])[CH3:27])=[O:24])[CH2:22][CH2:21][NH:20][CH2:19][CH2:18]1.Cl.CN(C)CCCN=C=NCC.ON1C2C=CC=CC=2N=N1.C(N(CC)CC)C. Product: [NH2:1][C:2]1[CH:10]=[CH:9][CH:8]=[C:7]2[C:3]=1[C:4](=[O:16])[N:5]([CH2:12][C:13]([N:20]1[CH2:19][CH2:18][N:17]([C:23]([O:25][C:26]([CH3:29])([CH3:28])[CH3:27])=[O:24])[CH2:22][CH2:21]1)=[O:15])[C:6]2=[O:11]. The catalyst class is: 4. (6) Reactant: CC(C)=O.[C:5]1(=[O:15])[NH:9][C:8](=[O:10])[C:7]2=[CH:11][CH:12]=[CH:13][CH:14]=[C:6]12.C(O)(=O)C.C(O[BH-](OC(=O)C)OC(=O)C)(=O)C.[Na+].C(=O)([O-])O.[Na+]. Product: [C:5]1(=[O:15])[NH:9][C:8](=[O:10])[C:7]2=[CH:11][CH:12]=[CH:13][CH:14]=[C:6]12. The catalyst class is: 254. (7) Reactant: Cl[C:2]1[C:11]2[C:6](=[CH:7][CH:8]=[CH:9][CH:10]=2)[NH:5][C:4](=[O:12])[C:3]=1[C:13]([N:15]([CH2:25][C:26]1[CH:31]=[CH:30][C:29]([O:32][CH3:33])=[CH:28][CH:27]=1)[CH2:16][C:17]1[CH:22]=[CH:21][C:20]([O:23][CH3:24])=[CH:19][CH:18]=1)=[O:14].[CH3:34][O:35][C:36]1[CH:43]=[CH:42][C:39]([CH2:40][NH2:41])=[CH:38][CH:37]=1. Product: [CH3:24][O:23][C:20]1[CH:21]=[CH:22][C:17]([CH2:16][N:15]([CH2:25][C:26]2[CH:27]=[CH:28][C:29]([O:32][CH3:33])=[CH:30][CH:31]=2)[C:13]([C:3]2[C:4](=[O:12])[NH:5][C:6]3[C:11]([C:2]=2[NH:41][CH2:40][C:39]2[CH:42]=[CH:43][C:36]([O:35][CH3:34])=[CH:37][CH:38]=2)=[CH:10][CH:9]=[CH:8][CH:7]=3)=[O:14])=[CH:18][CH:19]=1. The catalyst class is: 3. (8) Reactant: CN(C=O)C.[NH:6]1[C:14]2[C:9](=[CH:10][CH:11]=[CH:12][CH:13]=2)[CH:8]=[C:7]1/[CH:15]=[CH:16]/[C:17]([O:19][CH2:20][CH3:21])=[O:18].Br[CH2:23][C:24]([O:26][C:27]([CH3:30])([CH3:29])[CH3:28])=[O:25].C([O-])([O-])=O.[Cs+].[Cs+]. Product: [C:27]([O:26][C:24](=[O:25])[CH2:23][N:6]1[C:14]2[C:9](=[CH:10][CH:11]=[CH:12][CH:13]=2)[CH:8]=[C:7]1/[CH:15]=[CH:16]/[C:17]([O:19][CH2:20][CH3:21])=[O:18])([CH3:30])([CH3:29])[CH3:28]. The catalyst class is: 21. (9) Reactant: [NH2:1][C:2]1[C:3]2[C:10]([C:11]3[CH:16]=[CH:15][CH:14]=[CH:13][CH:12]=3)=[C:9]([Br:17])[O:8][C:4]=2[N:5]=[CH:6][N:7]=1.C1(C)C(S(O[CH2:28][C@@H:29]2[CH2:33][CH2:32][CH2:31][O:30]2)(=O)=O)=CC=CC=1.[OH-].[Na+]. Product: [O:30]1[CH2:31][CH2:32][CH2:33][C@H:29]1[CH2:28][NH:1][C:2]1[C:3]2[C:10]([C:11]3[CH:16]=[CH:15][CH:14]=[CH:13][CH:12]=3)=[C:9]([Br:17])[O:8][C:4]=2[N:5]=[CH:6][N:7]=1. The catalyst class is: 9. (10) The catalyst class is: 29. Product: [O:10]([C:7]1[CH:8]=[CH:9][C:4]([NH2:1])=[N:5][CH:6]=1)[C:11]1[CH:12]=[CH:13][CH:14]=[CH:15][CH:16]=1. Reactant: [N+:1]([C:4]1[CH:9]=[CH:8][C:7]([O:10][C:11]2[CH:16]=[CH:15][CH:14]=[CH:13][CH:12]=2)=[CH:6][N:5]=1)([O-])=O.[H][H].